From a dataset of Peptide-MHC class I binding affinity with 185,985 pairs from IEDB/IMGT. Regression. Given a peptide amino acid sequence and an MHC pseudo amino acid sequence, predict their binding affinity value. This is MHC class I binding data. The peptide sequence is QTEENLLDF. The MHC is HLA-A24:03 with pseudo-sequence HLA-A24:03. The binding affinity (normalized) is 0.596.